The task is: Predict which catalyst facilitates the given reaction.. This data is from Catalyst prediction with 721,799 reactions and 888 catalyst types from USPTO. (1) Reactant: [NH2:1][C:2]1[CH:7]=[C:6]([NH:8][C:9](=[O:18])[C:10]2[C:15]([Cl:16])=[CH:14][CH:13]=[CH:12][C:11]=2[Cl:17])[CH:5]=[CH:4][N:3]=1.Cl[C:20]1[N:25]=[C:24]([CH3:26])[CH:23]=[C:22]([CH3:27])[N:21]=1.CC1(C)C2C(=C(P(C3C=CC=CC=3)C3C=CC=CC=3)C=CC=2)OC2C(P(C3C=CC=CC=3)C3C=CC=CC=3)=CC=CC1=2.C([O-])([O-])=O.[Cs+].[Cs+]. Product: [Cl:16][C:15]1[CH:14]=[CH:13][CH:12]=[C:11]([Cl:17])[C:10]=1[C:9]([NH:8][C:6]1[CH:5]=[CH:4][N:3]=[C:2]([NH:1][C:20]2[N:25]=[C:24]([CH3:26])[CH:23]=[C:22]([CH3:27])[N:21]=2)[CH:7]=1)=[O:18]. The catalyst class is: 102. (2) Reactant: [I-].[Na+].Cl[CH2:4][C:5]1[CH:10]=[CH:9][CH:8]=[CH:7][C:6]=1[C:11]([F:14])([F:13])[F:12].[P:15]([O:22]CC)([O:19][CH2:20][CH3:21])[O:16][CH2:17][CH3:18]. Product: [CH2:17]([O:16][P:15]([CH2:4][C:5]1[CH:10]=[CH:9][CH:8]=[CH:7][C:6]=1[C:11]([F:14])([F:13])[F:12])(=[O:22])[O:19][CH2:20][CH3:21])[CH3:18]. The catalyst class is: 10. (3) Reactant: [NH2:1][S:2]([N:5]([CH2:13][C@@H:14]1[CH2:18][C@@H:17]([O:19][C:20]2[CH:25]=[C:24]([NH:26][C@@H:27]3[C:35]4[C:30](=[CH:31][CH:32]=[CH:33][CH:34]=4)[CH2:29][C@@H:28]3[O:36][CH3:37])[N:23]=[CH:22][N:21]=2)[CH2:16][C@@H:15]1[OH:38])C(=O)OC(C)(C)C)(=[O:4])=[O:3].FC(F)(F)C(O)=O. Product: [OH:38][C@H:15]1[CH2:16][C@H:17]([O:19][C:20]2[CH:25]=[C:24]([NH:26][C@@H:27]3[C:35]4[C:30](=[CH:31][CH:32]=[CH:33][CH:34]=4)[CH2:29][C@@H:28]3[O:36][CH3:37])[N:23]=[CH:22][N:21]=2)[CH2:18][C@H:14]1[CH2:13][NH:5][S:2]([NH2:1])(=[O:4])=[O:3]. The catalyst class is: 390. (4) Reactant: [C:1]([O:5][C:6](=[O:46])[CH2:7][CH2:8][CH:9]([NH:13][C:14]([C:16]1[CH:20]=[C:19]([C:21]2[CH:26]=[C:25]([O:27][C:28]3[CH:33]=[C:32]([C:34]([NH:36][C:37]4[CH:42]=[C:41]([CH3:43])[CH:40]=[CH:39][C:38]=4[F:44])=[O:35])[CH:31]=[CH:30][C:29]=3[F:45])[CH:24]=[CH:23][N:22]=2)[NH:18][CH:17]=1)=[O:15])[C:10](O)=[O:11])([CH3:4])([CH3:3])[CH3:2].CN(C(ON1N=NC2C=CC=NC1=2)=[N+](C)C)C.F[P-](F)(F)(F)(F)F.C(N(CC)C(C)C)(C)C.[CH2:80]([NH2:82])[CH3:81].Cl. Product: [CH2:80]([NH:82][C:10](=[O:11])[CH:9]([NH:13][C:14]([C:16]1[CH:20]=[C:19]([C:21]2[CH:26]=[C:25]([O:27][C:28]3[CH:33]=[C:32]([C:34]([NH:36][C:37]4[CH:42]=[C:41]([CH3:43])[CH:40]=[CH:39][C:38]=4[F:44])=[O:35])[CH:31]=[CH:30][C:29]=3[F:45])[CH:24]=[CH:23][N:22]=2)[NH:18][CH:17]=1)=[O:15])[CH2:8][CH2:7][C:6]([O:5][C:1]([CH3:4])([CH3:3])[CH3:2])=[O:46])[CH3:81]. The catalyst class is: 30. (5) Reactant: [CH:1]1([O:6][C:7](=[O:55])[C@@H:8]([NH:47]C(OC(C)(C)C)=O)[CH2:9][CH2:10][CH2:11][O:12][C:13]2[CH:22]=[C:21]3[C:16]([C:17]([O:23][C:24]4[CH:29]=[CH:28][C:27]([NH:30][C:31]([NH:33][C:34]5[CH:39]=[CH:38][C:37]([C:40]([F:43])([F:42])[F:41])=[CH:36][CH:35]=5)=[O:32])=[CH:26][C:25]=4[F:44])=[CH:18][CH:19]=[N:20]3)=[CH:15][C:14]=2[O:45][CH3:46])[CH2:5][CH2:4][CH2:3][CH2:2]1.Cl. Product: [CH:1]1([O:6][C:7](=[O:55])[C@H:8]([NH2:47])[CH2:9][CH2:10][CH2:11][O:12][C:13]2[CH:22]=[C:21]3[C:16]([C:17]([O:23][C:24]4[CH:29]=[CH:28][C:27]([NH:30][C:31]([NH:33][C:34]5[CH:35]=[CH:36][C:37]([C:40]([F:43])([F:41])[F:42])=[CH:38][CH:39]=5)=[O:32])=[CH:26][C:25]=4[F:44])=[CH:18][CH:19]=[N:20]3)=[CH:15][C:14]=2[O:45][CH3:46])[CH2:2][CH2:3][CH2:4][CH2:5]1. The catalyst class is: 12.